From a dataset of Full USPTO retrosynthesis dataset with 1.9M reactions from patents (1976-2016). Predict the reactants needed to synthesize the given product. Given the product [C:39]([C:36]1[CH:37]=[CH:38][C:33]([CH2:32][C@@:19]2([CH3:31])[N:18]3[C:14]([C:12]([NH:11][C:8]4([C:6]([OH:7])=[O:5])[CH2:9][CH2:10]4)=[O:13])=[CH:15][N:16]=[C:17]3[N:21]([C:22]3[CH:27]=[C:26]([Cl:28])[CH:25]=[C:24]([Cl:29])[CH:23]=3)[C:20]2=[O:30])=[CH:34][CH:35]=1)#[N:40], predict the reactants needed to synthesize it. The reactants are: C([O:5][C:6]([C:8]1([NH:11][C:12]([C:14]2[N:18]3[C@@:19]([CH2:32][C:33]4[CH:38]=[CH:37][C:36]([C:39]#[N:40])=[CH:35][CH:34]=4)([CH3:31])[C:20](=[O:30])[N:21]([C:22]4[CH:27]=[C:26]([Cl:28])[CH:25]=[C:24]([Cl:29])[CH:23]=4)[C:17]3=[N:16][CH:15]=2)=[O:13])[CH2:10][CH2:9]1)=[O:7])(C)(C)C.C(O)(C(F)(F)F)=O.